From a dataset of NCI-60 drug combinations with 297,098 pairs across 59 cell lines. Regression. Given two drug SMILES strings and cell line genomic features, predict the synergy score measuring deviation from expected non-interaction effect. (1) Drug 1: CC(C1=C(C=CC(=C1Cl)F)Cl)OC2=C(N=CC(=C2)C3=CN(N=C3)C4CCNCC4)N. Drug 2: CC1OCC2C(O1)C(C(C(O2)OC3C4COC(=O)C4C(C5=CC6=C(C=C35)OCO6)C7=CC(=C(C(=C7)OC)O)OC)O)O. Cell line: MCF7. Synergy scores: CSS=33.0, Synergy_ZIP=-3.49, Synergy_Bliss=3.81, Synergy_Loewe=0.624, Synergy_HSA=5.42. (2) Drug 1: CN1C(=O)N2C=NC(=C2N=N1)C(=O)N. Drug 2: CCN(CC)CCCC(C)NC1=C2C=C(C=CC2=NC3=C1C=CC(=C3)Cl)OC. Cell line: SK-MEL-5. Synergy scores: CSS=1.75, Synergy_ZIP=-3.79, Synergy_Bliss=-5.20, Synergy_Loewe=-4.65, Synergy_HSA=-5.01. (3) Drug 1: C1=C(C(=O)NC(=O)N1)N(CCCl)CCCl. Drug 2: C1=CC(=CC=C1CCCC(=O)O)N(CCCl)CCCl. Cell line: NCI/ADR-RES. Synergy scores: CSS=27.6, Synergy_ZIP=-1.66, Synergy_Bliss=4.89, Synergy_Loewe=3.38, Synergy_HSA=7.99. (4) Drug 1: CC1=C2C(C(=O)C3(C(CC4C(C3C(C(C2(C)C)(CC1OC(=O)C(C(C5=CC=CC=C5)NC(=O)OC(C)(C)C)O)O)OC(=O)C6=CC=CC=C6)(CO4)OC(=O)C)OC)C)OC. Drug 2: C1C(C(OC1N2C=C(C(=O)NC2=O)F)CO)O. Cell line: SNB-75. Synergy scores: CSS=52.2, Synergy_ZIP=-2.99, Synergy_Bliss=-3.32, Synergy_Loewe=-0.405, Synergy_HSA=3.26. (5) Drug 1: CC1=C(N=C(N=C1N)C(CC(=O)N)NCC(C(=O)N)N)C(=O)NC(C(C2=CN=CN2)OC3C(C(C(C(O3)CO)O)O)OC4C(C(C(C(O4)CO)O)OC(=O)N)O)C(=O)NC(C)C(C(C)C(=O)NC(C(C)O)C(=O)NCCC5=NC(=CS5)C6=NC(=CS6)C(=O)NCCC[S+](C)C)O. Drug 2: C1C(C(OC1N2C=NC3=C2NC=NCC3O)CO)O. Cell line: CCRF-CEM. Synergy scores: CSS=49.0, Synergy_ZIP=8.98, Synergy_Bliss=9.23, Synergy_Loewe=1.67, Synergy_HSA=9.16. (6) Drug 1: CCCCC(=O)OCC(=O)C1(CC(C2=C(C1)C(=C3C(=C2O)C(=O)C4=C(C3=O)C=CC=C4OC)O)OC5CC(C(C(O5)C)O)NC(=O)C(F)(F)F)O. Drug 2: C(CN)CNCCSP(=O)(O)O. Cell line: OVCAR3. Synergy scores: CSS=42.8, Synergy_ZIP=-9.91, Synergy_Bliss=-11.5, Synergy_Loewe=-43.0, Synergy_HSA=-8.78. (7) Drug 1: CN1C(=O)N2C=NC(=C2N=N1)C(=O)N. Drug 2: CC1=C(C=C(C=C1)NC(=O)C2=CC=C(C=C2)CN3CCN(CC3)C)NC4=NC=CC(=N4)C5=CN=CC=C5. Cell line: KM12. Synergy scores: CSS=4.63, Synergy_ZIP=-0.217, Synergy_Bliss=1.67, Synergy_Loewe=5.63, Synergy_HSA=-0.250.